From a dataset of Full USPTO retrosynthesis dataset with 1.9M reactions from patents (1976-2016). Predict the reactants needed to synthesize the given product. (1) Given the product [CH3:1][O:2][C:3](=[O:20])[NH:4][C:5]1[S:6][C:7]2[C:13]([C:14]3[N:31]=[C:29]([NH:28][C:26]([O:25][C:21]([CH3:24])([CH3:23])[CH3:22])=[O:27])[NH:30][CH:15]=3)=[CH:12][CH:11]=[C:10]([O:18][CH3:19])[C:8]=2[N:9]=1, predict the reactants needed to synthesize it. The reactants are: [CH3:1][O:2][C:3](=[O:20])[NH:4][C:5]1[S:6][C:7]2[C:13]([C:14](=O)[CH2:15]Br)=[CH:12][CH:11]=[C:10]([O:18][CH3:19])[C:8]=2[N:9]=1.[C:21]([O:25][C:26]([NH:28][C:29]([NH2:31])=[NH:30])=[O:27])([CH3:24])([CH3:23])[CH3:22]. (2) Given the product [CH3:17][O:16][C:15]1[CH:14]=[CH:13][CH:12]=[C:11]([O:18][CH3:19])[C:10]=1[C:9]([NH:8][C@H:4]1[CH2:5][CH2:6][CH2:7][C@@H:3]1[NH:2][C:31]1[N:36]=[CH:35][C:34]([C:37]([F:40])([F:39])[F:38])=[CH:33][N:32]=1)=[O:20], predict the reactants needed to synthesize it. The reactants are: Cl.[NH2:2][C@H:3]1[CH2:7][CH2:6][CH2:5][C@@H:4]1[NH:8][C:9](=[O:20])[C:10]1[C:15]([O:16][CH3:17])=[CH:14][CH:13]=[CH:12][C:11]=1[O:18][CH3:19].CCN(C(C)C)C(C)C.Cl[C:31]1[N:36]=[CH:35][C:34]([C:37]([F:40])([F:39])[F:38])=[CH:33][N:32]=1. (3) Given the product [CH:1]1([C@@H:4]([C:11]2[CH:16]=[CH:15][N:14]=[C:13]([O:17][CH2:18][CH:19]3[CH2:24][CH2:23][N:22]([C:25]4[CH:33]=[C:32]([O:34][CH3:35])[CH:31]=[CH:30][C:26]=4[C:27](=[O:28])[N:47]([CH2:46][C:45]([CH3:57])([CH3:56])[CH3:44])[C:48]4[N:49]=[C:50]([CH3:55])[CH:51]=[C:52]([CH3:54])[N:53]=4)[CH2:21][CH2:20]3)[CH:12]=2)[CH2:5][C:6]([O:8][CH2:9][CH3:10])=[O:7])[CH2:3][CH2:2]1, predict the reactants needed to synthesize it. The reactants are: [CH:1]1([C@@H:4]([C:11]2[CH:16]=[CH:15][N:14]=[C:13]([O:17][CH2:18][CH:19]3[CH2:24][CH2:23][N:22]([C:25]4[CH:33]=[C:32]([O:34][CH3:35])[CH:31]=[CH:30][C:26]=4[C:27](O)=[O:28])[CH2:21][CH2:20]3)[CH:12]=2)[CH2:5][C:6]([O:8][CH2:9][CH3:10])=[O:7])[CH2:3][CH2:2]1.ClC(N(C)C)=C(C)C.[CH3:44][C:45]([CH3:57])([CH3:56])[CH2:46][NH:47][C:48]1[N:53]=[C:52]([CH3:54])[CH:51]=[C:50]([CH3:55])[N:49]=1.C(N(CC)CC)C.